This data is from Catalyst prediction with 721,799 reactions and 888 catalyst types from USPTO. The task is: Predict which catalyst facilitates the given reaction. Reactant: C[Mg]Cl.[C:4]1(=[O:14])[C:8]2(CCCC[CH2:9]2)[CH2:7]CC1.C1(=O)CCCC1.[Cl-].[NH4+].[CH3:23][C:24]1([OH:34])[C:28]2([CH2:33][CH2:32][CH2:31][CH2:30][CH2:29]2)[CH2:27][CH2:26][CH2:25]1. Product: [C:4]([O:34][C:24]1([CH3:23])[C:28]2([CH2:29][CH2:30][CH2:31][CH2:32][CH2:33]2)[CH2:27][CH2:26][CH2:25]1)(=[O:14])[C:8]([CH3:9])=[CH2:7]. The catalyst class is: 359.